From a dataset of Full USPTO retrosynthesis dataset with 1.9M reactions from patents (1976-2016). Predict the reactants needed to synthesize the given product. Given the product [C:9]([C:13]1[CH:21]=[C:20]2[C:16](=[C:15]([F:23])[CH:14]=1)[C:3](=[O:2])[NH:4][CH:6]=[CH:22]2)([CH3:12])([CH3:10])[CH3:11], predict the reactants needed to synthesize it. The reactants are: C[O:2][CH:3](OC)[N:4]([CH3:6])C.[C:9]([C:13]1[CH:21]=[C:20]([CH3:22])[C:16](C(N)=O)=[C:15]([F:23])[CH:14]=1)([CH3:12])([CH3:11])[CH3:10].CC(C)([O-])C.[K+].Cl.